This data is from NCI-60 drug combinations with 297,098 pairs across 59 cell lines. The task is: Regression. Given two drug SMILES strings and cell line genomic features, predict the synergy score measuring deviation from expected non-interaction effect. (1) Drug 1: C1=CC(=C2C(=C1NCCNCCO)C(=O)C3=C(C=CC(=C3C2=O)O)O)NCCNCCO. Drug 2: C1C(C(OC1N2C=NC3=C(N=C(N=C32)Cl)N)CO)O. Cell line: OVCAR-5. Synergy scores: CSS=24.1, Synergy_ZIP=-10.9, Synergy_Bliss=-2.68, Synergy_Loewe=-10.7, Synergy_HSA=-1.14. (2) Drug 1: C1CC(=O)NC(=O)C1N2CC3=C(C2=O)C=CC=C3N. Drug 2: CC1OCC2C(O1)C(C(C(O2)OC3C4COC(=O)C4C(C5=CC6=C(C=C35)OCO6)C7=CC(=C(C(=C7)OC)O)OC)O)O. Cell line: OVCAR3. Synergy scores: CSS=37.8, Synergy_ZIP=2.77, Synergy_Bliss=7.38, Synergy_Loewe=-11.7, Synergy_HSA=8.65. (3) Drug 1: CC1=C(C=C(C=C1)NC2=NC=CC(=N2)N(C)C3=CC4=NN(C(=C4C=C3)C)C)S(=O)(=O)N.Cl. Drug 2: CC1C(C(CC(O1)OC2CC(CC3=C2C(=C4C(=C3O)C(=O)C5=CC=CC=C5C4=O)O)(C(=O)C)O)N)O. Cell line: UACC62. Synergy scores: CSS=81.5, Synergy_ZIP=4.60, Synergy_Bliss=5.42, Synergy_Loewe=8.79, Synergy_HSA=9.95. (4) Drug 1: CC(C)NC(=O)C1=CC=C(C=C1)CNNC.Cl. Drug 2: COC1=C2C(=CC3=C1OC=C3)C=CC(=O)O2. Cell line: MDA-MB-435. Synergy scores: CSS=-6.12, Synergy_ZIP=2.75, Synergy_Bliss=1.09, Synergy_Loewe=-1.22, Synergy_HSA=-3.74. (5) Drug 1: CC(C1=C(C=CC(=C1Cl)F)Cl)OC2=C(N=CC(=C2)C3=CN(N=C3)C4CCNCC4)N. Drug 2: C(CN)CNCCSP(=O)(O)O. Cell line: HCC-2998. Synergy scores: CSS=1.96, Synergy_ZIP=-1.76, Synergy_Bliss=-1.94, Synergy_Loewe=-14.3, Synergy_HSA=-3.79. (6) Drug 1: CCCCCOC(=O)NC1=NC(=O)N(C=C1F)C2C(C(C(O2)C)O)O. Drug 2: C1CNP(=O)(OC1)N(CCCl)CCCl. Cell line: SK-MEL-28. Synergy scores: CSS=-5.77, Synergy_ZIP=5.01, Synergy_Bliss=3.79, Synergy_Loewe=-7.22, Synergy_HSA=-7.06. (7) Drug 1: C1=CC(=CC=C1C#N)C(C2=CC=C(C=C2)C#N)N3C=NC=N3. Drug 2: C(CC(=O)O)C(=O)CN.Cl. Cell line: OVCAR-8. Synergy scores: CSS=2.33, Synergy_ZIP=-1.97, Synergy_Bliss=-2.13, Synergy_Loewe=-2.40, Synergy_HSA=-2.76. (8) Drug 1: C1=NC2=C(N1)C(=S)N=C(N2)N. Drug 2: CC1=C(N=C(N=C1N)C(CC(=O)N)NCC(C(=O)N)N)C(=O)NC(C(C2=CN=CN2)OC3C(C(C(C(O3)CO)O)O)OC4C(C(C(C(O4)CO)O)OC(=O)N)O)C(=O)NC(C)C(C(C)C(=O)NC(C(C)O)C(=O)NCCC5=NC(=CS5)C6=NC(=CS6)C(=O)NCCC[S+](C)C)O. Cell line: SNB-19. Synergy scores: CSS=5.09, Synergy_ZIP=-2.67, Synergy_Bliss=-1.06, Synergy_Loewe=-4.39, Synergy_HSA=-2.06. (9) Drug 1: C1CCC(CC1)NC(=O)N(CCCl)N=O. Drug 2: CC(C)(C#N)C1=CC(=CC(=C1)CN2C=NC=N2)C(C)(C)C#N. Cell line: HCT116. Synergy scores: CSS=18.2, Synergy_ZIP=4.43, Synergy_Bliss=4.32, Synergy_Loewe=5.86, Synergy_HSA=5.28. (10) Drug 1: C1CCN(CC1)CCOC2=CC=C(C=C2)C(=O)C3=C(SC4=C3C=CC(=C4)O)C5=CC=C(C=C5)O. Drug 2: COCCOC1=C(C=C2C(=C1)C(=NC=N2)NC3=CC=CC(=C3)C#C)OCCOC.Cl. Cell line: OVCAR-5. Synergy scores: CSS=9.85, Synergy_ZIP=-0.0951, Synergy_Bliss=2.84, Synergy_Loewe=-3.02, Synergy_HSA=-0.230.